This data is from NCI-60 drug combinations with 297,098 pairs across 59 cell lines. The task is: Regression. Given two drug SMILES strings and cell line genomic features, predict the synergy score measuring deviation from expected non-interaction effect. Drug 1: CC1C(C(CC(O1)OC2CC(CC3=C2C(=C4C(=C3O)C(=O)C5=C(C4=O)C(=CC=C5)OC)O)(C(=O)CO)O)N)O.Cl. Drug 2: CC1=C(N=C(N=C1N)C(CC(=O)N)NCC(C(=O)N)N)C(=O)NC(C(C2=CN=CN2)OC3C(C(C(C(O3)CO)O)O)OC4C(C(C(C(O4)CO)O)OC(=O)N)O)C(=O)NC(C)C(C(C)C(=O)NC(C(C)O)C(=O)NCCC5=NC(=CS5)C6=NC(=CS6)C(=O)NCCC[S+](C)C)O. Cell line: OVCAR3. Synergy scores: CSS=18.3, Synergy_ZIP=-2.39, Synergy_Bliss=1.63, Synergy_Loewe=2.33, Synergy_HSA=4.70.